This data is from Reaction yield outcomes from USPTO patents with 853,638 reactions. The task is: Predict the reaction yield, written as a fraction of the theoretical maximum amount of product (1.0 means a 100% yield; for example, 0.34 means a 34% yield). (1) The reactants are [OH:1][C:2]1[CH:3]=[C:4]([CH:9]=[CH:10][CH:11]=1)[C:5]([O:7][CH3:8])=[O:6].Cl[C:13]1[CH:18]=[CH:17][C:16]([N+:19]([O-:21])=[O:20])=[CH:15][N:14]=1.C(=O)([O-])[O-].[K+].[K+].CN(C)C=O. The catalyst is O. The product is [N+:19]([C:16]1[CH:17]=[CH:18][C:13]([O:1][C:2]2[CH:3]=[C:4]([CH:9]=[CH:10][CH:11]=2)[C:5]([O:7][CH3:8])=[O:6])=[N:14][CH:15]=1)([O-:21])=[O:20]. The yield is 0.980. (2) The reactants are [C:1]([O:9][C@@H:10]1[C@H:15]2[NH:16][C:17](=[O:19])[O:18][C@H:14]2[CH2:13][C@H:12]([CH2:20][OH:21])[C@H:11]1[O:22][C:23](=[O:30])[C:24]1[CH:29]=[CH:28][CH:27]=[CH:26][CH:25]=1)(=[O:8])[C:2]1[CH:7]=[CH:6][CH:5]=[CH:4][CH:3]=1. The catalyst is C(Cl)Cl.C([O-])(O)=O.[Na+].[O-]S([O-])(=S)=O.[Na+].[Na+]. The product is [C:1]([O:9][C@@H:10]1[C@H:15]2[NH:16][C:17](=[O:19])[O:18][C@H:14]2[CH2:13][C@H:12]([CH:20]=[O:21])[C@H:11]1[O:22][C:23](=[O:30])[C:24]1[CH:25]=[CH:26][CH:27]=[CH:28][CH:29]=1)(=[O:8])[C:2]1[CH:7]=[CH:6][CH:5]=[CH:4][CH:3]=1. The yield is 1.00. (3) The reactants are FC(F)(F)C(O)=O.[Cl:8][C:9]1[C:10]([F:39])=[C:11]([CH:15]2[C:19]([C:22]3[CH:27]=[CH:26][C:25]([Cl:28])=[CH:24][C:23]=3[F:29])([C:20]#[N:21])[CH:18]([CH2:30][C:31]([CH3:35])([CH3:34])[CH:32]=[CH2:33])[NH:17][CH:16]2[C:36](O)=[O:37])[CH:12]=[CH:13][CH:14]=1.[CH3:40][C:41]1([CH3:49])[O:45][C@@H:44]([CH2:46][CH2:47][NH2:48])[CH2:43][O:42]1.CN(C(ON1N=NC2C=CC=NC1=2)=[N+](C)C)C.F[P-](F)(F)(F)(F)F.CCN(C(C)C)C(C)C. The catalyst is C(Cl)Cl. The product is [CH3:40][C:41]1([CH3:49])[O:45][C@@H:44]([CH2:46][CH2:47][NH:48][C:36]([CH:16]2[CH:15]([C:11]3[CH:12]=[CH:13][CH:14]=[C:9]([Cl:8])[C:10]=3[F:39])[C:19]([C:22]3[CH:27]=[CH:26][C:25]([Cl:28])=[CH:24][C:23]=3[F:29])([C:20]#[N:21])[CH:18]([CH2:30][C:31]([CH3:35])([CH3:34])[CH:32]=[CH2:33])[NH:17]2)=[O:37])[CH2:43][O:42]1. The yield is 0.800. (4) The reactants are [CH3:1][N:2]1[C:7]2[N:8]=[C:9]([N:13]3[CH2:18][CH2:17][NH:16][CH2:15][CH2:14]3)[NH:10][C:11](=[O:12])[C:6]=2[CH2:5][CH2:4][CH2:3]1.[N:19]1[CH:24]=[CH:23][CH:22]=[N:21][C:20]=1[CH:25]=O.C(O[BH-](OC(=O)C)OC(=O)C)(=O)C.[Na+].[OH-].[Na+]. The catalyst is C(Cl)Cl. The product is [CH3:1][N:2]1[C:7]2[N:8]=[C:9]([N:13]3[CH2:18][CH2:17][N:16]([CH2:25][C:20]4[N:21]=[CH:22][CH:23]=[CH:24][N:19]=4)[CH2:15][CH2:14]3)[NH:10][C:11](=[O:12])[C:6]=2[CH2:5][CH2:4][CH2:3]1. The yield is 1.00. (5) The reactants are [CH3:1][O:2][C:3]1[CH:4]=[N:5][NH:6][C:7]=1[C:8]1[CH:9]=[C:10]([CH:14]=[CH:15][C:16]=1[CH3:17])[C:11]([OH:13])=O.Cl.[NH:19]1[CH2:22][CH:21]([C:23]2[CH:30]=[CH:29][C:26]([C:27]#[N:28])=[CH:25][CH:24]=2)[CH2:20]1.CCN=C=NCCCN(C)C.Cl. The catalyst is CN(C)C=O.CN(C)C1C=CN=CC=1.CCOC(C)=O. The product is [CH3:1][O:2][C:3]1[CH:4]=[N:5][NH:6][C:7]=1[C:8]1[CH:9]=[C:10]([CH:14]=[CH:15][C:16]=1[CH3:17])[C:11]([N:19]1[CH2:22][CH:21]([C:23]2[CH:30]=[CH:29][C:26]([C:27]#[N:28])=[CH:25][CH:24]=2)[CH2:20]1)=[O:13]. The yield is 0.460. (6) The product is [CH3:1][N:2]([CH3:6])[CH2:3][CH2:4][NH:5][CH2:9][CH2:8][C:7]#[N:10]. The yield is 0.690. The catalyst is CC(O)C. The reactants are [CH3:1][N:2]([CH3:6])[CH2:3][CH2:4][NH2:5].[C:7](#[N:10])[CH:8]=[CH2:9]. (7) The reactants are C(Cl)CCl.CCN(C(C)C)C(C)C.C1C=CC2N(O)N=NC=2C=1.[O:24]=[C:25]([NH:31][CH2:32][C:33]1[CH:38]=[CH:37][CH:36]=[C:35]([C:39]([F:42])([F:41])[F:40])[CH:34]=1)[CH2:26][CH2:27][C:28]([OH:30])=O.[CH3:43][CH:44]1[C:53]2[C:48](=[CH:49][CH:50]=[CH:51][CH:52]=2)[CH:47]([C:54]2[CH:59]=[CH:58][CH:57]=[CH:56][CH:55]=2)[NH:46][CH2:45]1. The catalyst is C(Cl)Cl.CCCCCC. The product is [CH3:43][CH:44]1[C:53]2[C:48](=[CH:49][CH:50]=[CH:51][CH:52]=2)[CH:47]([C:54]2[CH:59]=[CH:58][CH:57]=[CH:56][CH:55]=2)[N:46]([C:28](=[O:30])[CH2:27][CH2:26][C:25]([NH:31][CH2:32][C:33]2[CH:38]=[CH:37][CH:36]=[C:35]([C:39]([F:42])([F:41])[F:40])[CH:34]=2)=[O:24])[CH2:45]1. The yield is 0.720.